This data is from Forward reaction prediction with 1.9M reactions from USPTO patents (1976-2016). The task is: Predict the product of the given reaction. (1) Given the reactants [N:1]1([C:5]2[N:14]=[C:13]3[C:8]([C:9](=[O:24])[C:10]([C:19]([O:21][CH2:22][CH3:23])=[O:20])=[CH:11][N:12]3[CH2:15][CH2:16][C:17]#[N:18])=[CH:7][C:6]=2Br)[CH2:4][CH2:3][CH2:2]1.[C:26]([Zn]C#N)#[N:27].C(P(C(C)(C)C)C1C=CC=CC=1C1C=CC=CC=1)(C)(C)C, predict the reaction product. The product is: [N:1]1([C:5]2[N:14]=[C:13]3[C:8]([C:9](=[O:24])[C:10]([C:19]([O:21][CH2:22][CH3:23])=[O:20])=[CH:11][N:12]3[CH2:15][CH2:16][C:17]#[N:18])=[CH:7][C:6]=2[C:26]#[N:27])[CH2:4][CH2:3][CH2:2]1. (2) Given the reactants [F-].C([N+](CCCC)(CCCC)CCCC)CCC.O1CCCC1.[CH3:24][O:25][C:26](=[O:67])[CH2:27][C:28]1[CH:33]=[CH:32][C:31]([C:34]2[CH:39]=[CH:38][C:37]([C:40]([CH2:63][CH3:64])([C:43]3[CH:48]=[CH:47][C:46]([C:49]#[C:50][C:51]4([O:57][Si](C)(C)C)[CH2:56][CH2:55][CH2:54][CH2:53][CH2:52]4)=[C:45]([CH3:62])[CH:44]=3)[CH2:41][CH3:42])=[CH:36][C:35]=2[CH3:65])=[CH:30][C:29]=1[F:66].[Cl-].[NH4+], predict the reaction product. The product is: [CH3:24][O:25][C:26](=[O:67])[CH2:27][C:28]1[CH:33]=[CH:32][C:31]([C:34]2[CH:39]=[CH:38][C:37]([C:40]([CH2:63][CH3:64])([C:43]3[CH:48]=[CH:47][C:46]([C:49]#[C:50][C:51]4([OH:57])[CH2:56][CH2:55][CH2:54][CH2:53][CH2:52]4)=[C:45]([CH3:62])[CH:44]=3)[CH2:41][CH3:42])=[CH:36][C:35]=2[CH3:65])=[CH:30][C:29]=1[F:66]. (3) Given the reactants [C:1]([C:5]1[CH:10]=[CH:9][C:8]([S:11]([N:14]([CH2:22][C:23]([OH:25])=O)[C:15]2[CH:20]=[CH:19][C:18]([CH3:21])=[CH:17][CH:16]=2)(=[O:13])=[O:12])=[CH:7][CH:6]=1)([CH3:4])([CH3:3])[CH3:2].[N:26]1[C:35]2[C:30](=[CH:31][CH:32]=[CH:33][CH:34]=2)[CH:29]=[CH:28][C:27]=1[CH2:36][NH:37][CH2:38][CH2:39][CH2:40][OH:41], predict the reaction product. The product is: [C:1]([C:5]1[CH:10]=[CH:9][C:8]([S:11]([N:14]([C:15]2[CH:20]=[CH:19][C:18]([CH3:21])=[CH:17][CH:16]=2)[CH2:22][C:23]([N:37]([CH2:38][CH2:39][CH2:40][OH:41])[CH2:36][C:27]2[CH:28]=[CH:29][C:30]3[C:35](=[CH:34][CH:33]=[CH:32][CH:31]=3)[N:26]=2)=[O:25])(=[O:12])=[O:13])=[CH:7][CH:6]=1)([CH3:3])([CH3:2])[CH3:4]. (4) Given the reactants Br[C:2]1[CH:22]=[CH:21][C:5]([CH2:6][N:7]([C:15](=[O:20])[CH2:16][CH2:17][CH2:18][CH3:19])[C@H:8]([C:12]([OH:14])=[O:13])[CH:9]([CH3:11])[CH3:10])=[CH:4][CH:3]=1.[NH:23]1[C:27]([C:28]2[CH:33]=[CH:32][CH:31]=[CH:30][C:29]=2B(O)O)=[N:26][N:25]=[N:24]1, predict the reaction product. The product is: [CH3:19][CH2:18][CH2:17][CH2:16][C:15]([N:7]([C@H:8]([C:12]([OH:14])=[O:13])[CH:9]([CH3:11])[CH3:10])[CH2:6][C:5]1[CH:4]=[CH:3][C:2]([C:33]2[CH:32]=[CH:31][CH:30]=[CH:29][C:28]=2[C:27]2[NH:23][N:24]=[N:25][N:26]=2)=[CH:22][CH:21]=1)=[O:20].